Dataset: Forward reaction prediction with 1.9M reactions from USPTO patents (1976-2016). Task: Predict the product of the given reaction. (1) Given the reactants [F:1][C:2]1[C:7]([S:8]([NH2:11])(=[O:10])=[O:9])=[C:6]([F:12])[C:5]([F:13])=[C:4](F)[C:3]=1[F:15].[NH2:16][NH2:17].O, predict the reaction product. The product is: [F:1][C:2]1[C:3]([F:15])=[C:4]([NH:16][NH2:17])[C:5]([F:13])=[C:6]([F:12])[C:7]=1[S:8]([NH2:11])(=[O:10])=[O:9]. (2) Given the reactants [C:1]([O:5][C:6]([N:8]1[CH2:13][CH2:12][CH:11]([C:14]2[O:23][C:17]3=[CH:18][N:19]=[C:20](Cl)[CH:21]=[C:16]3[CH:15]=2)[CH2:10][CH2:9]1)=[O:7])([CH3:4])([CH3:3])[CH3:2].[CH2:24]([NH:26][C:27]([C:29]1[CH:34]=[CH:33][C:32](B(O)O)=[CH:31][CH:30]=1)=[O:28])[CH3:25], predict the reaction product. The product is: [C:1]([O:5][C:6]([N:8]1[CH2:13][CH2:12][CH:11]([C:14]2[O:23][C:17]3=[CH:18][N:19]=[C:20]([C:32]4[CH:33]=[CH:34][C:29]([C:27](=[O:28])[NH:26][CH2:24][CH3:25])=[CH:30][CH:31]=4)[CH:21]=[C:16]3[CH:15]=2)[CH2:10][CH2:9]1)=[O:7])([CH3:4])([CH3:3])[CH3:2]. (3) Given the reactants [CH:1]1([N:7]2[CH2:13][C@:12]([F:16])([CH:14]=[CH2:15])[C:11](=[O:17])[N:10]([CH3:18])[C:9]3[CH:19]=[N:20][C:21]([NH:23][C:24]4[CH:32]=[CH:31][C:27]([C:28](O)=[O:29])=[CH:26][C:25]=4[O:33][CH3:34])=[N:22][C:8]2=3)C[CH2:5][CH2:4][CH2:3][CH2:2]1.CN(C(ON1N=[N:50][C:45]2[CH:46]=[CH:47][CH:48]=[N:49][C:44]1=2)=[N+](C)C)C.F[P-](F)(F)(F)(F)F.C(N1CCC[C@@H](N)C1)(OC(C)(C)C)=O, predict the reaction product. The product is: [CH:1]1([N:7]2[CH2:13][C@:12]([F:16])([CH:14]=[CH2:15])[C:11](=[O:17])[N:10]([CH3:18])[C:9]3[CH:19]=[N:20][C:21]([NH:23][C:24]4[CH:32]=[CH:31][C:27]([C:28]([NH:50][C@@H:45]5[CH2:46][CH2:47][CH2:48][NH:49][CH2:44]5)=[O:29])=[CH:26][C:25]=4[O:33][CH3:34])=[N:22][C:8]2=3)[CH2:5][CH2:4][CH2:3][CH2:2]1. (4) Given the reactants [C:1]([NH:6][NH:7][C:8]([C:10]1[CH:19]=[CH:18][C:13]([C:14]([O:16][CH3:17])=[O:15])=[CH:12][N:11]=1)=[O:9])(=O)[CH:2]([CH3:4])[CH3:3].P(Cl)(Cl)(Cl)=O.CC#N, predict the reaction product. The product is: [CH:2]([C:1]1[O:9][C:8]([C:10]2[CH:19]=[CH:18][C:13]([C:14]([O:16][CH3:17])=[O:15])=[CH:12][N:11]=2)=[N:7][N:6]=1)([CH3:4])[CH3:3]. (5) Given the reactants [OH:1][C:2]1[CH:7]=[CH:6][C:5]([C:8]([C:10]2[CH:15]=[CH:14][C:13]([OH:16])=[CH:12][CH:11]=2)=O)=[CH:4][CH:3]=1.[OH:17][CH2:18][CH2:19][O:20][CH2:21][CH2:22][O:23][C:24]1[CH:25]=[C:26]([C:30](=O)[CH2:31][CH3:32])[CH:27]=[CH:28][CH:29]=1, predict the reaction product. The product is: [OH:17][CH2:18][CH2:19][O:20][CH2:21][CH2:22][O:23][C:24]1[CH:25]=[C:26]([C:30]([CH2:31][CH3:32])=[C:8]([C:10]2[CH:15]=[CH:14][C:13]([OH:16])=[CH:12][CH:11]=2)[C:5]2[CH:6]=[CH:7][C:2]([OH:1])=[CH:3][CH:4]=2)[CH:27]=[CH:28][CH:29]=1. (6) Given the reactants Cl[C:2]1[N:7]=[CH:6][C:5]2[C:8]([N:14]3[CH:18]([CH3:19])[CH2:17][CH2:16][CH:15]3[CH3:20])=[N:9][N:10]([CH:11]([CH3:13])[CH3:12])[C:4]=2[CH:3]=1.[CH:21]1([S:24]([N:27]2[CH:31]=[C:30]([C:32]3[N:37]=[C:36]([NH2:38])[CH:35]=[CH:34][N:33]=3)[CH:29]=[N:28]2)(=[O:26])=[O:25])[CH2:23][CH2:22]1.C1(P(C2C=CC=CC=2)C2C3OC4C(=CC=CC=4P(C4C=CC=CC=4)C4C=CC=CC=4)C(C)(C)C=3C=CC=2)C=CC=CC=1.C(=O)([O-])[O-].[Cs+].[Cs+], predict the reaction product. The product is: [CH:21]1([S:24]([N:27]2[CH:31]=[C:30]([C:32]3[N:37]=[C:36]([NH:38][C:2]4[N:7]=[CH:6][C:5]5[C:8]([N:14]6[CH:18]([CH3:19])[CH2:17][CH2:16][CH:15]6[CH3:20])=[N:9][N:10]([CH:11]([CH3:13])[CH3:12])[C:4]=5[CH:3]=4)[CH:35]=[CH:34][N:33]=3)[CH:29]=[N:28]2)(=[O:25])=[O:26])[CH2:23][CH2:22]1. (7) Given the reactants [CH2:1]([S:9][C@H:10]1[C:31]2[C:22](=[CH:23][C:24]3[C:29]([CH:30]=2)=[CH:28][CH:27]=[CH:26][CH:25]=3)[C@H:21]([S:32][CH2:33][CH2:34][C:35]2[CH:40]=[CH:39][CH:38]=[CH:37][CH:36]=2)[C:20]2[CH:19]=[C:18]3[C:13]([CH:14]=[CH:15][CH:16]=[CH:17]3)=[CH:12][C:11]1=2)[CH2:2][C:3]1[CH:8]=[CH:7][CH:6]=[CH:5][CH:4]=1.ClC1C(=O)C(Cl)=C(Cl)C(=O)C=1Cl.C(=O)([O-])[O-].[K+].[K+], predict the reaction product. The product is: [CH2:1]([S:9][C:10]1[C:31]2[C:22](=[CH:23][C:24]3[C:29]([CH:30]=2)=[CH:28][CH:27]=[CH:26][CH:25]=3)[C:21]([S:32][CH2:33][CH2:34][C:35]2[CH:40]=[CH:39][CH:38]=[CH:37][CH:36]=2)=[C:20]2[C:11]=1[CH:12]=[C:13]1[C:18](=[CH:19]2)[CH:17]=[CH:16][CH:15]=[CH:14]1)[CH2:2][C:3]1[CH:4]=[CH:5][CH:6]=[CH:7][CH:8]=1. (8) Given the reactants [NH2:1][C:2]1[CH:3]=[C:4]([CH2:11][N:12]2[CH2:17][CH2:16][N:15](C(OC(C)(C)C)=O)[CH2:14][CH:13]2[CH3:25])[C:5]2[O:9][CH:8]=[CH:7][C:6]=2[CH:10]=1.[C:26]1([CH3:36])[C:27]([S:32]([Cl:35])(=[O:34])=[O:33])=[CH:28][CH:29]=[CH:30][CH:31]=1, predict the reaction product. The product is: [ClH:35].[ClH:35].[CH3:36][C:26]1[CH:31]=[CH:30][CH:29]=[CH:28][C:27]=1[S:32]([NH:1][C:2]1[CH:3]=[C:4]([CH2:11][N:12]2[CH2:17][CH2:16][NH:15][CH2:14][CH:13]2[CH3:25])[C:5]2[O:9][CH:8]=[CH:7][C:6]=2[CH:10]=1)(=[O:34])=[O:33]. (9) Given the reactants C([O:5][CH:6]([O:10][C:11]([CH3:14])([CH3:13])[CH3:12])N(C)C)(C)(C)C.[OH:15][C@H:16]1[CH2:21][CH2:20][C@H:19](C(O)=O)[CH2:18][CH2:17]1, predict the reaction product. The product is: [C:11]([O:10][C:6]([C@H:19]1[CH2:20][CH2:21][C@H:16]([OH:15])[CH2:17][CH2:18]1)=[O:5])([CH3:12])([CH3:13])[CH3:14].